Task: Regression. Given two drug SMILES strings and cell line genomic features, predict the synergy score measuring deviation from expected non-interaction effect.. Dataset: NCI-60 drug combinations with 297,098 pairs across 59 cell lines Drug 1: CN(C)N=NC1=C(NC=N1)C(=O)N. Drug 2: CCN(CC)CCCC(C)NC1=C2C=C(C=CC2=NC3=C1C=CC(=C3)Cl)OC. Cell line: NCI/ADR-RES. Synergy scores: CSS=18.7, Synergy_ZIP=-6.59, Synergy_Bliss=-6.69, Synergy_Loewe=-15.5, Synergy_HSA=-7.29.